From a dataset of NCI-60 drug combinations with 297,098 pairs across 59 cell lines. Regression. Given two drug SMILES strings and cell line genomic features, predict the synergy score measuring deviation from expected non-interaction effect. Drug 1: C1=NC(=NC(=O)N1C2C(C(C(O2)CO)O)O)N. Drug 2: C1=NC2=C(N1)C(=S)N=CN2. Synergy scores: CSS=43.5, Synergy_ZIP=-7.16, Synergy_Bliss=-1.14, Synergy_Loewe=-4.53, Synergy_HSA=0.0720. Cell line: SF-539.